Dataset: NCI-60 drug combinations with 297,098 pairs across 59 cell lines. Task: Regression. Given two drug SMILES strings and cell line genomic features, predict the synergy score measuring deviation from expected non-interaction effect. (1) Drug 1: C1CCC(CC1)NC(=O)N(CCCl)N=O. Drug 2: C1CC(=O)NC(=O)C1N2C(=O)C3=CC=CC=C3C2=O. Cell line: NCI-H522. Synergy scores: CSS=15.1, Synergy_ZIP=-4.53, Synergy_Bliss=2.74, Synergy_Loewe=-0.596, Synergy_HSA=2.13. (2) Drug 1: CCCCCOC(=O)NC1=NC(=O)N(C=C1F)C2C(C(C(O2)C)O)O. Drug 2: CC1CCC2CC(C(=CC=CC=CC(CC(C(=O)C(C(C(=CC(C(=O)CC(OC(=O)C3CCCCN3C(=O)C(=O)C1(O2)O)C(C)CC4CCC(C(C4)OC)O)C)C)O)OC)C)C)C)OC. Cell line: HOP-62. Synergy scores: CSS=27.0, Synergy_ZIP=-5.30, Synergy_Bliss=7.80, Synergy_Loewe=-13.7, Synergy_HSA=3.73. (3) Drug 1: CC1=C(C=C(C=C1)C(=O)NC2=CC(=CC(=C2)C(F)(F)F)N3C=C(N=C3)C)NC4=NC=CC(=N4)C5=CN=CC=C5. Drug 2: CC1=C2C(C(=O)C3(C(CC4C(C3C(C(C2(C)C)(CC1OC(=O)C(C(C5=CC=CC=C5)NC(=O)OC(C)(C)C)O)O)OC(=O)C6=CC=CC=C6)(CO4)OC(=O)C)O)C)O. Cell line: SK-MEL-5. Synergy scores: CSS=0.945, Synergy_ZIP=13.7, Synergy_Bliss=12.8, Synergy_Loewe=-4.46, Synergy_HSA=-3.27. (4) Drug 1: CC=C1C(=O)NC(C(=O)OC2CC(=O)NC(C(=O)NC(CSSCCC=C2)C(=O)N1)C(C)C)C(C)C. Drug 2: C(CC(=O)O)C(=O)CN.Cl. Cell line: IGROV1. Synergy scores: CSS=63.5, Synergy_ZIP=0.252, Synergy_Bliss=1.13, Synergy_Loewe=-35.4, Synergy_HSA=1.84. (5) Drug 1: CC1CCC2CC(C(=CC=CC=CC(CC(C(=O)C(C(C(=CC(C(=O)CC(OC(=O)C3CCCCN3C(=O)C(=O)C1(O2)O)C(C)CC4CCC(C(C4)OC)O)C)C)O)OC)C)C)C)OC. Drug 2: CC(C)(C#N)C1=CC(=CC(=C1)CN2C=NC=N2)C(C)(C)C#N. Cell line: ACHN. Synergy scores: CSS=1.54, Synergy_ZIP=-4.12, Synergy_Bliss=-6.55, Synergy_Loewe=-6.16, Synergy_HSA=-6.16. (6) Drug 1: CN(C(=O)NC(C=O)C(C(C(CO)O)O)O)N=O. Drug 2: CC(C)CN1C=NC2=C1C3=CC=CC=C3N=C2N. Cell line: SK-OV-3. Synergy scores: CSS=4.44, Synergy_ZIP=-0.960, Synergy_Bliss=1.83, Synergy_Loewe=1.10, Synergy_HSA=1.77.